From a dataset of HIV replication inhibition screening data with 41,000+ compounds from the AIDS Antiviral Screen. Binary Classification. Given a drug SMILES string, predict its activity (active/inactive) in a high-throughput screening assay against a specified biological target. (1) The drug is CNC1c2ccccc2C(=O)c2cc3c(cc21)OCCOCCOCCOCCO3. The result is 0 (inactive). (2) The result is 0 (inactive). The molecule is O=C(N=Nc1ccc(Br)cc1)NNc1ccc(Br)cc1. (3) The compound is N=C(CCSS(=O)(=O)O)NCC(c1ccccc1)c1ccccc1. The result is 1 (active).